The task is: Predict the reactants needed to synthesize the given product.. This data is from Full USPTO retrosynthesis dataset with 1.9M reactions from patents (1976-2016). Given the product [Cl:7][C:8]1[C:9]([CH:15]([N+:16]([O-:18])=[O:17])[CH2:20][NH:21][C:22](=[O:33])[C:23]2[CH:28]=[CH:27][CH:26]=[CH:25][C:24]=2[C:29]([F:30])([F:32])[F:31])=[N:10][CH:11]=[C:12]([Cl:14])[CH:13]=1, predict the reactants needed to synthesize it. The reactants are: CC(C)([O-])C.[K+].[Cl:7][C:8]1[C:9]([CH2:15][N+:16]([O-:18])=[O:17])=[N:10][CH:11]=[C:12]([Cl:14])[CH:13]=1.Cl[CH2:20][NH:21][C:22](=[O:33])[C:23]1[CH:28]=[CH:27][CH:26]=[CH:25][C:24]=1[C:29]([F:32])([F:31])[F:30].Cl.